This data is from Forward reaction prediction with 1.9M reactions from USPTO patents (1976-2016). The task is: Predict the product of the given reaction. (1) Given the reactants [S:1]1[CH:5]=[CH:4][N:3]=[C:2]1[NH:6][C:7]1[C:15]2[C:10](=[CH:11][CH:12]=[C:13]([C:16]3[N:28]=[CH:27][CH:26]=[CH:25][C:17]=3[C:18]([O:20]C(C)(C)C)=[O:19])[CH:14]=2)[NH:9][N:8]=1.C(OCC)(=O)C.Cl, predict the reaction product. The product is: [S:1]1[CH:5]=[CH:4][N:3]=[C:2]1[NH:6][C:7]1[C:15]2[C:10](=[CH:11][CH:12]=[C:13]([C:16]3[N:28]=[CH:27][CH:26]=[CH:25][C:17]=3[C:18]([OH:20])=[O:19])[CH:14]=2)[NH:9][N:8]=1. (2) Given the reactants [Cl:1][C:2]1[C:7]([C:8]([O:10]CC2C=CC=CC=2)=[O:9])=[C:6]([F:18])[C:5]([N:19](S(CCC)(=O)=O)[S:20]([CH2:23][CH2:24][CH3:25])(=[O:22])=[O:21])=[CH:4][CH:3]=1.[OH-].[K+], predict the reaction product. The product is: [Cl:1][C:2]1[C:7]([C:8]([OH:10])=[O:9])=[C:6]([F:18])[C:5]([NH:19][S:20]([CH2:23][CH2:24][CH3:25])(=[O:21])=[O:22])=[CH:4][CH:3]=1. (3) The product is: [C:1]([NH:4][C:5]1[S:6][C:7]2[CH:13]=[CH:12][CH:11]=[C:10]([O:14][C:15]3[N:20]=[CH:19][N:18]=[C:17]([C:21]4[CH:26]=[CH:25][C:24]([C:27]([F:28])([F:30])[F:29])=[CH:23][C:22]=4[NH:31][C:32]([CH:34]4[CH2:35][CH2:36][C:37]([CH3:47])([CH3:46])[NH:38]4)=[O:33])[CH:16]=3)[C:8]=2[N:9]=1)(=[O:3])[CH3:2]. Given the reactants [C:1]([NH:4][C:5]1[S:6][C:7]2[CH:13]=[CH:12][CH:11]=[C:10]([O:14][C:15]3[N:20]=[CH:19][N:18]=[C:17]([C:21]4[CH:26]=[CH:25][C:24]([C:27]([F:30])([F:29])[F:28])=[CH:23][C:22]=4[NH:31][C:32]([CH:34]4[N:38](C(OC(C)(C)C)=O)[C:37]([CH3:47])([CH3:46])[CH2:36][CH2:35]4)=[O:33])[CH:16]=3)[C:8]=2[N:9]=1)(=[O:3])[CH3:2].C(O)(C(F)(F)F)=O, predict the reaction product. (4) Given the reactants Cl[C:2]1[N:6]([CH3:7])[C:5]2[C:8]([N:12]3[C:16]([CH2:17][CH3:18])=[CH:15][C:14]([CH2:19][CH3:20])=[N:13]3)=[CH:9][CH:10]=[CH:11][C:4]=2[N:3]=1.[Br:21][C:22]1[CH:28]=[C:27]([CH3:29])[C:25]([NH2:26])=[C:24]([O:30][CH3:31])[CH:23]=1.CN1CCCC1=O.C(=O)([O-])O.[Na+], predict the reaction product. The product is: [Br:21][C:22]1[CH:28]=[C:27]([CH3:29])[C:25]([NH:26][C:2]2[N:6]([CH3:7])[C:5]3[C:8]([N:12]4[C:16]([CH2:17][CH3:18])=[CH:15][C:14]([CH2:19][CH3:20])=[N:13]4)=[CH:9][CH:10]=[CH:11][C:4]=3[N:3]=2)=[C:24]([O:30][CH3:31])[CH:23]=1. (5) Given the reactants [C:1]([O:5][C:6](=[O:32])[N:7]([CH2:9][C:10]1[CH:14]=[C:13]([C:15]2[CH:20]=[CH:19][CH:18]=[CH:17][C:16]=2[CH:21]=[O:22])[N:12]([S:23]([C:26]2[CH:27]=[N:28][CH:29]=[CH:30][CH:31]=2)(=[O:25])=[O:24])[CH:11]=1)[CH3:8])([CH3:4])([CH3:3])[CH3:2].[BH4-].[Na+].CO.O, predict the reaction product. The product is: [C:1]([O:5][C:6](=[O:32])[N:7]([CH2:9][C:10]1[CH:14]=[C:13]([C:15]2[CH:20]=[CH:19][CH:18]=[CH:17][C:16]=2[CH2:21][OH:22])[N:12]([S:23]([C:26]2[CH:27]=[N:28][CH:29]=[CH:30][CH:31]=2)(=[O:25])=[O:24])[CH:11]=1)[CH3:8])([CH3:4])([CH3:2])[CH3:3]. (6) Given the reactants CO.[F:3][C:4]1[CH:12]=[CH:11][CH:10]=[C:9]2[C:5]=1[C:6]([CH:20]=[O:21])=[CH:7][N:8]2[C:13]([O:15][C:16]([CH3:19])([CH3:18])[CH3:17])=[O:14].[BH4-].[Na+], predict the reaction product. The product is: [F:3][C:4]1[CH:12]=[CH:11][CH:10]=[C:9]2[C:5]=1[C:6]([CH2:20][OH:21])=[CH:7][N:8]2[C:13]([O:15][C:16]([CH3:17])([CH3:19])[CH3:18])=[O:14].